From a dataset of Catalyst prediction with 721,799 reactions and 888 catalyst types from USPTO. Predict which catalyst facilitates the given reaction. (1) Reactant: CCN(C(C)C)C(C)C.Cl.[F:11][C:12]1[CH:49]=[CH:48][CH:47]=[C:46]([F:50])[C:13]=1[CH2:14][O:15][C:16]([C:25]1[CH:30]=[CH:29][C:28]([C@:31]2([S:36]([C:39]3[CH:44]=[CH:43][C:42]([F:45])=[CH:41][CH:40]=3)(=[O:38])=[O:37])[CH2:35][CH2:34][NH:33][CH2:32]2)=[CH:27][CH:26]=1)([C:21]([F:24])([F:23])[F:22])[C:17]([F:20])([F:19])[F:18].[C:51]([O:55][C:56]([N:58]1[CH2:63][CH2:62][C:61]([CH2:67][OH:68])([C:64](O)=[O:65])[CH2:60][CH2:59]1)=[O:57])([CH3:54])([CH3:53])[CH3:52].CN(C(ON1N=NC2C=CC=NC1=2)=[N+](C)C)C.F[P-](F)(F)(F)(F)F. Product: [F:50][C:46]1[CH:47]=[CH:48][CH:49]=[C:12]([F:11])[C:13]=1[CH2:14][O:15][C:16]([C:25]1[CH:30]=[CH:29][C:28]([C@:31]2([S:36]([C:39]3[CH:44]=[CH:43][C:42]([F:45])=[CH:41][CH:40]=3)(=[O:38])=[O:37])[CH2:35][CH2:34][N:33]([C:64]([C:61]3([CH2:67][OH:68])[CH2:62][CH2:63][N:58]([C:56]([O:55][C:51]([CH3:52])([CH3:53])[CH3:54])=[O:57])[CH2:59][CH2:60]3)=[O:65])[CH2:32]2)=[CH:27][CH:26]=1)([C:17]([F:20])([F:19])[F:18])[C:21]([F:24])([F:22])[F:23]. The catalyst class is: 42. (2) Reactant: C([O:8][C:9]1[CH:10]=[C:11]([CH2:17][CH2:18][O:19][C@@H:20]2[CH2:25][CH2:24][CH2:23][CH2:22][C@H:21]2[N:26]2[CH2:30][CH2:29][C@@H:28]([OH:31])[CH2:27]2)[CH:12]=[CH:13][C:14]=1[O:15][CH3:16])C1C=CC=CC=1.N#N.[H][H]. Product: [OH:8][C:9]1[CH:10]=[C:11]([CH2:17][CH2:18][O:19][C@@H:20]2[CH2:25][CH2:24][CH2:23][CH2:22][C@H:21]2[N:26]2[CH2:30][CH2:29][C@@H:28]([OH:31])[CH2:27]2)[CH:12]=[CH:13][C:14]=1[O:15][CH3:16]. The catalyst class is: 43.